Dataset: hERG potassium channel inhibition data for cardiac toxicity prediction from Karim et al.. Task: Regression/Classification. Given a drug SMILES string, predict its toxicity properties. Task type varies by dataset: regression for continuous values (e.g., LD50, hERG inhibition percentage) or binary classification for toxic/non-toxic outcomes (e.g., AMES mutagenicity, cardiotoxicity, hepatotoxicity). Dataset: herg_karim. (1) The drug is CCCOCCn1c(=O)c(N2CCNCC2)nc2cnc(-c3ccc(OC)nc3)cc21. The result is 1 (blocker). (2) The compound is CCc1noc2cc3c(cc12)CCN(CCCSc1nnc(-c2cccc4nc(C)ccc24)n1C)CC3. The result is 1 (blocker). (3) The drug is Cc1cc(C(N)=O)ccc1O[C@@H]1C[C@@H]2CC[C@H](C1)N2Cc1ccccc1. The result is 1 (blocker). (4) The compound is CCn1nc(Cc2ccccc2)cc1C1CCN(CC2CN([C@@H](C(=O)O)C(C)(C)C)C[C@@H]2c2cccc(F)c2)CC1. The result is 0 (non-blocker). (5) The drug is O=C1COc2ccccc2N1CCCN1CCC(n2c(=O)[nH]c3ccccc32)CC1. The result is 1 (blocker). (6) The molecule is CS(=O)(=O)Nc1ccc(OCC(O)CNCCc2ccc(Cl)c(Cl)c2)cc1. The result is 1 (blocker). (7) The result is 1 (blocker). The compound is N#Cc1ccccc1-c1cccc(O[C@@H]2C[C@@H]3CC[C@H](C2)N3)n1.